From a dataset of Full USPTO retrosynthesis dataset with 1.9M reactions from patents (1976-2016). Predict the reactants needed to synthesize the given product. Given the product [NH:11]1[CH2:12][CH2:13][NH:8][CH2:9][C@H:10]1[CH2:14][CH2:15][OH:16], predict the reactants needed to synthesize it. The reactants are: C([N:8]1[CH2:13][CH2:12][NH:11][C@H:10]([CH2:14][CH2:15][OH:16])[CH2:9]1)C1C=CC=CC=1.